This data is from Forward reaction prediction with 1.9M reactions from USPTO patents (1976-2016). The task is: Predict the product of the given reaction. (1) Given the reactants C(Cl)CCl.Cl.[NH2:6][C:7]1[N:12]=[CH:11][C:10](/[CH:13]=[CH:14]/[C:15]([OH:17])=O)=[CH:9][C:8]=1[C:18]([OH:21])([CH3:20])[CH3:19].C1C=CC2N(O)N=NC=2C=1.[CH3:32][NH:33][CH2:34][C:35]1[N:36]([CH3:44])[C:37]2[C:42]([CH:43]=1)=[CH:41][CH:40]=[CH:39][CH:38]=2.C(N(C(C)C)C(C)C)C, predict the reaction product. The product is: [NH2:6][C:7]1[N:12]=[CH:11][C:10](/[CH:13]=[CH:14]/[C:15]([N:33]([CH3:32])[CH2:34][C:35]2[N:36]([CH3:44])[C:37]3[C:42]([CH:43]=2)=[CH:41][CH:40]=[CH:39][CH:38]=3)=[O:17])=[CH:9][C:8]=1[C:18]([OH:21])([CH3:20])[CH3:19]. (2) Given the reactants C[N:2](C)/[CH:3]=[CH:4]/[C:5]([C:7]1[C:12](=[O:13])[CH:11]=[CH:10][N:9]([C:14]2[CH:19]=[CH:18][CH:17]=[C:16]([S:20]([CH3:23])(=[O:22])=[O:21])[CH:15]=2)[N:8]=1)=O.[F:25][C:26]1[CH:27]=[C:28]([NH:32]N)[CH:29]=[CH:30][CH:31]=1, predict the reaction product. The product is: [F:25][C:26]1[CH:27]=[C:28]([N:32]2[C:5]([C:7]3[C:12](=[O:13])[CH:11]=[CH:10][N:9]([C:14]4[CH:19]=[CH:18][CH:17]=[C:16]([S:20]([CH3:23])(=[O:22])=[O:21])[CH:15]=4)[N:8]=3)=[CH:4][CH:3]=[N:2]2)[CH:29]=[CH:30][CH:31]=1. (3) Given the reactants Br[C:2]1[CH:3]=[C:4]2[CH:14]=[N:13][N:12]([C:15]3[CH:20]=[CH:19][C:18]([F:21])=[CH:17][CH:16]=3)[C:5]2=[C:6]2[C:11]=1[CH:10]=[N:9][CH:8]=[CH:7]2.[O:22]1[CH2:27][CH2:26][CH2:25][CH2:24][CH:23]1[O:28][C:29]1[CH:34]=[CH:33][C:32](B(O)O)=[CH:31][CH:30]=1.C([O-])([O-])=O.[K+].[K+].O, predict the reaction product. The product is: [F:21][C:18]1[CH:19]=[CH:20][C:15]([N:12]2[C:5]3=[C:6]4[C:11](=[C:2]([C:32]5[CH:33]=[CH:34][C:29]([O:28][CH:23]6[CH2:24][CH2:25][CH2:26][CH2:27][O:22]6)=[CH:30][CH:31]=5)[CH:3]=[C:4]3[CH:14]=[N:13]2)[CH:10]=[N:9][CH:8]=[CH:7]4)=[CH:16][CH:17]=1. (4) Given the reactants [CH3:1][C:2]1[CH:7]=[CH:6][C:5](OS(C(F)(F)F)(=O)=O)=[C:4]([N+:16]([O-:18])=[O:17])[CH:3]=1.[CH3:19][O:20][C:21]1[CH:26]=[CH:25][C:24]([SH:27])=[CH:23][CH:22]=1, predict the reaction product. The product is: [CH3:19][O:20][C:21]1[CH:26]=[CH:25][C:24]([S:27][C:5]2[CH:6]=[CH:7][C:2]([CH3:1])=[CH:3][C:4]=2[N+:16]([O-:18])=[O:17])=[CH:23][CH:22]=1. (5) Given the reactants [C:1]([O:7][CH2:8][CH3:9])(=[O:6])[CH2:2][C:3]([CH3:5])=[O:4].C(N(CC)CC)C.[CH3:17][Si:18](Cl)([CH3:20])[CH3:19].O, predict the reaction product. The product is: [CH2:8]([O:7][C:1](=[O:6])[CH:2]=[C:3]([O:4][Si:18]([CH3:20])([CH3:19])[CH3:17])[CH3:5])[CH3:9]. (6) Given the reactants [N+:1]([C:4]1[CH:11]=[CH:10][CH:9]=[CH:8][C:5]=1[CH2:6][NH2:7])([O-:3])=[O:2].N[CH2:13][CH2:14][CH2:15][OH:16], predict the reaction product. The product is: [N+:1]([C:4]1[CH:11]=[CH:10][CH:9]=[CH:8][C:5]=1[CH2:6][NH:7][CH2:13][CH2:14][CH2:15][OH:16])([O-:3])=[O:2]. (7) Given the reactants N(C(OC(C)C)=O)=NC(OC(C)C)=O.[C:15]1([S:21]([CH2:24][C:25]2[C:30]([C:31]([O:33][CH3:34])=[O:32])=[C:29](O)[C:28]([C:36]3[CH:40]=[CH:39][O:38][C:37]=3[CH:41]([OH:43])[CH3:42])=[CH:27][CH:26]=2)(=[O:23])=[O:22])[CH:20]=[CH:19][CH:18]=[CH:17][CH:16]=1.C1(P(C2C=CC=CC=2)C2C=CC=CC=2)C=CC=CC=1, predict the reaction product. The product is: [C:15]1([S:21]([CH2:24][C:25]2[C:30]([C:31]([O:33][CH3:34])=[O:32])=[C:29]3[C:28]([C:36]4[CH:40]=[CH:39][O:38][C:37]=4[CH:41]([CH3:42])[O:43]3)=[CH:27][CH:26]=2)(=[O:22])=[O:23])[CH:16]=[CH:17][CH:18]=[CH:19][CH:20]=1. (8) Given the reactants [NH2:1][C:2]1[CH:6]=[C:5]([C:7]([NH:9][C:10]2[CH:15]=[CH:14][CH:13]=[C:12]([F:16])[CH:11]=2)=[O:8])[NH:4][N:3]=1.O1CCOCC1.Cl[C:24]1[C:33]2[C:28](=[CH:29][C:30]([O:36][CH2:37][CH2:38][CH2:39][Cl:40])=[C:31]([O:34][CH3:35])[CH:32]=2)[N:27]=[CH:26][N:25]=1.ClCCl, predict the reaction product. The product is: [Cl:40][CH2:39][CH2:38][CH2:37][O:36][C:30]1[CH:29]=[C:28]2[C:33]([C:24]([NH:1][C:2]3[CH:6]=[C:5]([C:7]([NH:9][C:10]4[CH:15]=[CH:14][CH:13]=[C:12]([F:16])[CH:11]=4)=[O:8])[NH:4][N:3]=3)=[N:25][CH:26]=[N:27]2)=[CH:32][C:31]=1[O:34][CH3:35].